This data is from Full USPTO retrosynthesis dataset with 1.9M reactions from patents (1976-2016). The task is: Predict the reactants needed to synthesize the given product. (1) Given the product [C:1]([C:3]1[CH:8]=[CH:7][C:6]([CH:9]2[C:18]3[C:17](=[O:19])[CH2:16][CH2:15][CH2:14][C:13]=3[N:12]([C:20]3[CH:25]=[CH:24][CH:23]=[C:22]([CH:26]([F:28])[F:27])[CH:21]=3)[C:11](=[O:30])[N:10]2[C:31]([NH:33][CH2:34][CH3:39])=[O:32])=[C:5]([S:35]([CH3:38])(=[O:36])=[O:37])[CH:4]=1)#[N:2], predict the reactants needed to synthesize it. The reactants are: [C:1]([C:3]1[CH:8]=[CH:7][C:6]([CH:9]2[C:18]3[C:17](=[O:19])[CH2:16][CH2:15][CH2:14][C:13]=3[N:12]([C:20]3[CH:25]=[CH:24][CH:23]=[C:22]([C:26](F)([F:28])[F:27])[CH:21]=3)[C:11](=[O:30])[N:10]2[C:31]([NH:33][CH3:34])=[O:32])=[C:5]([S:35]([CH3:38])(=[O:37])=[O:36])[CH:4]=1)#[N:2].[C:39](C1C=CC(C2C3C(=O)CCCC=3N(C3C=CC=C(C(F)F)C=3)C(=O)N2C(OC2C=CC([N+]([O-])=O)=CC=2)=O)=C(S(C)(=O)=O)C=1)#N.C(N)C. (2) The reactants are: CO[C:3]([C:5]1[CH:10]=[C:9]([CH3:11])[C:8]([Br:12])=[CH:7][N:6]=1)=[O:4].[NH2:13][CH2:14][CH2:15][OH:16]. Given the product [OH:16][CH2:15][CH2:14][NH:13][C:3]([C:5]1[CH:10]=[C:9]([CH3:11])[C:8]([Br:12])=[CH:7][N:6]=1)=[O:4], predict the reactants needed to synthesize it. (3) The reactants are: ClC1C=C(C2C=CC([C@H](N)C)=CC=2)C(OC)=NC=1.BrC1C=CC([C@H](NC(=O)O)C)=CC=1.ClC1C=CC(OC)=C(B(O)O)C=1.[Cl:44][C:45]1[CH:46]=[CH:47][C:48]([O:60][CH3:61])=[C:49]([C:51]2[CH:56]=[CH:55][C:54]([C@H:57]([NH2:59])[CH3:58])=[CH:53][CH:52]=2)[CH:50]=1.[F:62][C:63]1[CH:64]=[C:65]([S:70](Cl)(=[O:72])=[O:71])[CH:66]=[CH:67][C:68]=1[F:69]. Given the product [Cl:44][C:45]1[CH:46]=[CH:47][C:48]([O:60][CH3:61])=[C:49]([C:51]2[CH:56]=[CH:55][C:54]([C@H:57]([NH2:59])[CH3:58])=[CH:53][CH:52]=2)[CH:50]=1.[Cl:44][C:45]1[CH:46]=[CH:47][C:48]([O:60][CH3:61])=[C:49]([C:51]2[CH:56]=[CH:55][C:54]([C@H:57]([NH:59][S:70]([C:65]3[CH:66]=[CH:67][C:68]([F:69])=[C:63]([F:62])[CH:64]=3)(=[O:72])=[O:71])[CH3:58])=[CH:53][CH:52]=2)[CH:50]=1, predict the reactants needed to synthesize it. (4) Given the product [O:35]1[C:32]2[CH:33]=[CH:34][C:29]([NH:1][C:2]3[CH:14]=[C:13]([C:15]4[CH:20]=[CH:19][CH:18]=[C:17]([Cl:21])[CH:16]=4)[CH:12]=[CH:11][C:3]=3[C:4]([O:6][C:7]([CH3:9])([CH3:10])[CH3:8])=[O:5])=[CH:30][C:31]=2[O:37][CH2:36]1, predict the reactants needed to synthesize it. The reactants are: [NH2:1][C:2]1[CH:14]=[C:13]([C:15]2[CH:20]=[CH:19][CH:18]=[C:17]([Cl:21])[CH:16]=2)[CH:12]=[CH:11][C:3]=1[C:4]([O:6][C:7]([CH3:10])([CH3:9])[CH3:8])=[O:5].C(=O)([O-])[O-].[Cs+].[Cs+].I[C:29]1[CH:34]=[CH:33][C:32]2[O:35][CH2:36][O:37][C:31]=2[CH:30]=1.C1(P(C2CCCCC2)C2C=CC=CC=2C2C(C(C)C)=CC(C(C)C)=CC=2C(C)C)CCCCC1.C(O)(=O)CC(CC(O)=O)(C(O)=O)O. (5) Given the product [Br:1][C:2]1[C:3]([CH2:14][CH3:15])=[N:4][C:5]2[C:10]([C:11]=1[Cl:23])=[CH:9][C:8]([F:13])=[CH:7][CH:6]=2, predict the reactants needed to synthesize it. The reactants are: [Br:1][C:2]1[C:11](=O)[C:10]2[C:5](=[CH:6][CH:7]=[C:8]([F:13])[CH:9]=2)[NH:4][C:3]=1[CH2:14][CH3:15].C([O-])(O)=O.[Na+].O=P(Cl)(Cl)[Cl:23].